This data is from Catalyst prediction with 721,799 reactions and 888 catalyst types from USPTO. The task is: Predict which catalyst facilitates the given reaction. (1) Reactant: [F:1][C:2]1[CH:3]=[C:4]2[C:9](=[CH:10][C:11]=1[OH:12])[N:8]=[C:7]([CH3:13])[CH:6]=[CH:5]2.I[CH:15]([CH3:17])[CH3:16].C(=O)([O-])[O-].[K+].[K+]. Product: [F:1][C:2]1[CH:3]=[C:4]2[C:9](=[CH:10][C:11]=1[O:12][CH:15]([CH3:17])[CH3:16])[N:8]=[C:7]([CH3:13])[CH:6]=[CH:5]2. The catalyst class is: 95. (2) Reactant: [Mg].BrCCBr.Br[C:7]1[CH:11]=[CH:10][S:9][CH:8]=1.[Li]CCCC.CON(C)[C:20](=[O:30])[CH2:21][NH:22][C:23](=[O:29])[O:24][C:25]([CH3:28])([CH3:27])[CH3:26].C([Mg]Cl)(C)C. Product: [O:30]=[C:20]([C:7]1[CH:11]=[CH:10][S:9][CH:8]=1)[CH2:21][NH:22][C:23](=[O:29])[O:24][C:25]([CH3:27])([CH3:26])[CH3:28]. The catalyst class is: 1. (3) Reactant: [Cl:1][C:2]1[CH:7]=[CH:6][C:5]([N:8]2[CH:12]=[C:11]([C:13](Cl)=[O:14])[N:10]=[C:9]2[C:16]2[CH:21]=[CH:20][C:19]([Cl:22])=[CH:18][C:17]=2[Cl:23])=[CH:4][CH:3]=1.[NH2:24][N:25]1[CH2:30][CH2:29][CH2:28][CH2:27][CH2:26]1.C(N(CC)CC)C. Product: [Cl:1][C:2]1[CH:7]=[CH:6][C:5]([N:8]2[CH:12]=[C:11]([C:13]([NH:24][N:25]3[CH2:30][CH2:29][CH2:28][CH2:27][CH2:26]3)=[O:14])[N:10]=[C:9]2[C:16]2[CH:21]=[CH:20][C:19]([Cl:22])=[CH:18][C:17]=2[Cl:23])=[CH:4][CH:3]=1. The catalyst class is: 4. (4) Reactant: Cl[C:2]1[N:7]=[C:6]([C:8]2[S:12][C:11]([N:13]3[CH2:18][CH2:17][O:16][CH2:15][CH2:14]3)=[N:10][C:9]=2[C:19]2[C:20]([F:32])=[C:21]([NH:25][S:26]([CH:29]3[CH2:31][CH2:30]3)(=[O:28])=[O:27])[CH:22]=[CH:23][CH:24]=2)[CH:5]=[CH:4][N:3]=1.[NH3:33].CO. Product: [NH2:33][C:2]1[N:7]=[C:6]([C:8]2[S:12][C:11]([N:13]3[CH2:18][CH2:17][O:16][CH2:15][CH2:14]3)=[N:10][C:9]=2[C:19]2[C:20]([F:32])=[C:21]([NH:25][S:26]([CH:29]3[CH2:31][CH2:30]3)(=[O:28])=[O:27])[CH:22]=[CH:23][CH:24]=2)[CH:5]=[CH:4][N:3]=1. The catalyst class is: 2. (5) Reactant: [CH3:1][C:2]1[C:7]2[C:8]([O:10][C:11]3[C:12]([CH3:23])=[C:13]([O:21][CH3:22])[CH:14]=[C:15]([C:18]([OH:20])=[O:19])[C:16]=3[O:17][C:6]=2[C:5]([CH:24]=O)=[C:4]([OH:26])[CH:3]=1)=[O:9].O.[NH2:28][NH2:29]. Product: [N:28](=[CH:24][C:5]1[C:6]2[O:17][C:16]3[C:15]([C:18]([OH:20])=[O:19])=[CH:14][C:13]([O:21][CH3:22])=[C:12]([CH3:23])[C:11]=3[O:10][C:8](=[O:9])[C:7]=2[C:2]([CH3:1])=[CH:3][C:4]=1[OH:26])[NH2:29]. The catalyst class is: 8. (6) Reactant: O=[C:2]1[CH2:7][N:6]([C:8]([O:10][C:11]([CH3:14])([CH3:13])[CH3:12])=[O:9])[CH:5]([C:15]([O:17][CH3:18])=[O:16])[CH2:4][CH:3]1C(OCC)=O.O=C1C(C(OCC)=O)CN(C(OC(C)(C)C)=O)C(C(OC)=O)C1.[OH:47][C:48]1C2CC(C(OC)=O)N(C(OC(C)(C)C)=O)CC=2[NH:50][N:49]=1. Product: [OH:47][C:48]1[C:2]2[CH2:7][N:6]([C:8]([O:10][C:11]([CH3:12])([CH3:13])[CH3:14])=[O:9])[CH:5]([C:15]([O:17][CH3:18])=[O:16])[CH2:4][C:3]=2[NH:50][N:49]=1. The catalyst class is: 5.